Dataset: Reaction yield outcomes from USPTO patents with 853,638 reactions. Task: Predict the reaction yield, written as a fraction of the theoretical maximum amount of product (1.0 means a 100% yield; for example, 0.34 means a 34% yield). (1) The reactants are [NH2:1][C:2]1[C:7]2[C:8]([C:11]3[CH:16]=[CH:15][C:14]([NH:17][C:18]([C:20]4[N:21]([CH3:29])[C:22]5[C:27]([CH:28]=4)=[CH:26][CH:25]=[CH:24][CH:23]=5)=[O:19])=[C:13]([O:30][CH3:31])[CH:12]=3)=[CH:9][S:10][C:6]=2[C:5](/[CH:32]=[CH:33]/[CH2:34][CH2:35][O:36]C2CCCCO2)=[CH:4][N:3]=1.O.C1(C)C=CC(S(O)(=O)=O)=CC=1. The catalyst is CO. The product is [NH2:1][C:2]1[C:7]2[C:8]([C:11]3[CH:16]=[CH:15][C:14]([NH:17][C:18]([C:20]4[N:21]([CH3:29])[C:22]5[C:27]([CH:28]=4)=[CH:26][CH:25]=[CH:24][CH:23]=5)=[O:19])=[C:13]([O:30][CH3:31])[CH:12]=3)=[CH:9][S:10][C:6]=2[C:5](/[CH:32]=[CH:33]/[CH2:34][CH2:35][OH:36])=[CH:4][N:3]=1. The yield is 0.770. (2) The catalyst is CN(C=O)C. The reactants are [Br:1][C:2]1[CH:7]=[C:6]([Cl:8])[CH:5]=[CH:4][C:3]=1[NH:9][C:10]([C:12]1[CH:13]=[N:14][N:15]([CH:17]2[CH2:22][CH2:21][CH2:20][CH2:19][O:18]2)[CH:16]=1)=[O:11].[C:23]([O:27][K])([CH3:26])([CH3:25])[CH3:24].[C:29]([O-:32])([O-])=O.[K+].[K+]. The product is [C:23]([O:27][C:29](=[O:32])[NH:9][CH2:3][CH2:2][CH2:7][N:9]([C:3]1[CH:4]=[CH:5][C:6]([Cl:8])=[CH:7][C:2]=1[Br:1])[C:10]([C:12]1[CH:13]=[N:14][N:15]([CH:17]2[CH2:22][CH2:21][CH2:20][CH2:19][O:18]2)[CH:16]=1)=[O:11])([CH3:26])([CH3:25])[CH3:24]. The yield is 0.700. (3) The reactants are [C:1]([C:3]1[CH:26]=[CH:25][C:6]([C:7]([NH:9][C:10]2[NH:11][N:12]=[C:13]([CH2:15][CH2:16][C:17]3[CH:22]=[CH:21][CH:20]=[C:19]([O:23][CH3:24])[CH:18]=3)[CH:14]=2)=[O:8])=[CH:5][CH:4]=1)#[N:2].[OH-:27].[Na+]. The catalyst is C(O)C.O. The product is [CH3:24][O:23][C:19]1[CH:18]=[C:17]([CH2:16][CH2:15][C:13]2[CH:14]=[C:10]([NH:9][C:7]([C:6]3[CH:5]=[CH:4][C:3]([C:1]([NH2:2])=[O:27])=[CH:26][CH:25]=3)=[O:8])[NH:11][N:12]=2)[CH:22]=[CH:21][CH:20]=1. The yield is 0.100. (4) The reactants are C[O:2]/[CH:3]=[CH:4]/[CH:5]1[CH2:14][C:13]2[C:8](=[CH:9][CH:10]=[CH:11][CH:12]=2)[N:7]([C:15]([O:17][C:18]([CH3:21])([CH3:20])[CH3:19])=[O:16])[CH2:6]1.C1COCC1. The catalyst is CO. The product is [O:2]=[CH:3][CH2:4][CH:5]1[CH2:14][C:13]2[C:8](=[CH:9][CH:10]=[CH:11][CH:12]=2)[N:7]([C:15]([O:17][C:18]([CH3:21])([CH3:20])[CH3:19])=[O:16])[CH2:6]1. The yield is 0.304. (5) The reactants are Cl.[NH2:2][OH:3].C([O-])([O-])=O.[Na+].[Na+].[Cl:10][C:11]1[CH:18]=[CH:17][C:14]([C:15]#[N:16])=[CH:13][N:12]=1. The catalyst is O.CO. The product is [Cl:10][C:11]1[CH:18]=[CH:17][C:14]([C:15]([NH:2][OH:3])=[NH:16])=[CH:13][N:12]=1. The yield is 0.540. (6) The reactants are [Br:1][C:2]1[CH:7]=[CH:6][C:5](I)=[CH:4][CH:3]=1.[Li]CCCC.[O:14]1[CH2:17][C:16](=[O:18])[CH2:15]1. The catalyst is CCCCC.C1COCC1. The product is [Br:1][C:2]1[CH:7]=[CH:6][C:5]([C:16]2([OH:18])[CH2:17][O:14][CH2:15]2)=[CH:4][CH:3]=1. The yield is 0.630. (7) The reactants are [NH2:1][C@@H:2]([CH2:5][N:6]([CH2:13][CH3:14])[C:7]1[CH:12]=[CH:11][CH:10]=[CH:9][CH:8]=1)[CH2:3][OH:4].C(=O)([O-])[O-].[K+].[K+].[N:21]#[C:22]Br. The catalyst is C1COCC1.CCOC(C)=O. The product is [CH2:13]([N:6]([CH2:5][C@H:2]1[CH2:3][O:4][C:22]([NH2:21])=[N:1]1)[C:7]1[CH:12]=[CH:11][CH:10]=[CH:9][CH:8]=1)[CH3:14]. The yield is 0.750. (8) The reactants are C[O:2][C:3]1[CH:4]=[CH:5][C:6]2[S:10][C:9]([C:11]3[C:15]([CH3:16])=[N:14][NH:13][C:12]=3[NH2:17])=[N:8][C:7]=2[CH:18]=1.BrB(Br)Br.C(=O)([O-])[O-].[Na+].[Na+]. The catalyst is C(Cl)Cl. The product is [NH2:17][C:12]1[NH:13][N:14]=[C:15]([CH3:16])[C:11]=1[C:9]1[S:10][C:6]2[CH:5]=[CH:4][C:3]([OH:2])=[CH:18][C:7]=2[N:8]=1. The yield is 0.190. (9) The reactants are CN(C)C(N(C)C)=N.[CH3:9][O:10][C:11](=[O:40])[CH:12](P(OC)(OC)=O)[NH:13][C:14](=[O:33])[C:15]1[CH:20]=[CH:19][C:18]([C:21]([NH:23][CH2:24][C:25]2[CH:30]=[CH:29][CH:28]=[C:27]([OH:31])[CH:26]=2)=[O:22])=[CH:17][C:16]=1[Cl:32].[CH3:41][CH:42]([C:44]1[N:45]=[CH:46][S:47][C:48]=1[CH:49]=O)[CH3:43]. The catalyst is O1CCCC1. The product is [CH3:9][O:10][C:11](=[O:40])/[C:12](/[NH:13][C:14](=[O:33])[C:15]1[CH:20]=[CH:19][C:18]([C:21]([NH:23][CH2:24][C:25]2[CH:30]=[CH:29][CH:28]=[C:27]([OH:31])[CH:26]=2)=[O:22])=[CH:17][C:16]=1[Cl:32])=[CH:49]/[C:48]1[S:47][CH:46]=[N:45][C:44]=1[CH:42]([CH3:43])[CH3:41]. The yield is 0.990.